From a dataset of Full USPTO retrosynthesis dataset with 1.9M reactions from patents (1976-2016). Predict the reactants needed to synthesize the given product. (1) The reactants are: [CH:1]([C:3]1[CH:4]=[CH:5][CH:6]=[C:7]2[C:11]=1[NH:10][CH:9]=[CH:8]2)=[CH2:2].[OH-:12].[Na+].OO.O.[Cl-].[NH4+]. Given the product [NH:10]1[C:11]2[C:7](=[CH:6][CH:5]=[CH:4][C:3]=2[CH2:1][CH2:2][OH:12])[CH:8]=[CH:9]1, predict the reactants needed to synthesize it. (2) Given the product [CH2:19]([C:2]1[N:7]=[C:6]([Cl:8])[C:5]([NH:9][C:10](=[O:13])[CH2:11][CH3:12])=[C:4]([CH3:14])[CH:3]=1)[CH:18]=[CH2:17], predict the reactants needed to synthesize it. The reactants are: Br[C:2]1[N:7]=[C:6]([Cl:8])[C:5]([NH:9][C:10](=[O:13])[CH2:11][CH3:12])=[C:4]([CH3:14])[CH:3]=1.[Li+].[Br-].[CH2:17]([Mg]Br)[CH:18]=[CH2:19].[NH4+].[Cl-]. (3) Given the product [CH3:8][C:6]1[CH:5]=[C:4]([CH:9]([C:20]2[CH:25]=[C:24]([CH3:26])[CH:23]=[C:22]([CH3:27])[CH:21]=2)[N:10]2[CH:15]=[CH:14][CH:13]=[C:12]([C:16]([NH:28][C@@H:29]([CH2:37][CH2:38][CH2:39][NH:40][C:41]([NH:43][S:44]([C:47]3[C:48]([CH3:61])=[C:49]4[C:54](=[C:55]([CH3:58])[C:56]=3[CH3:57])[O:53][C:52]([CH3:60])([CH3:59])[CH2:51][CH2:50]4)(=[O:45])=[O:46])=[NH:42])[C:30]([O:32][C:33]([CH3:34])([CH3:35])[CH3:36])=[O:31])=[O:17])[C:11]2=[O:19])[CH:3]=[C:2]([CH3:1])[CH:7]=1, predict the reactants needed to synthesize it. The reactants are: [CH3:1][C:2]1[CH:3]=[C:4]([CH:9]([C:20]2[CH:25]=[C:24]([CH3:26])[CH:23]=[C:22]([CH3:27])[CH:21]=2)[N:10]2[CH:15]=[CH:14][CH:13]=[C:12]([C:16](O)=[O:17])[C:11]2=[O:19])[CH:5]=[C:6]([CH3:8])[CH:7]=1.[NH2:28][C@@H:29]([CH2:37][CH2:38][CH2:39][NH:40][C:41]([NH:43][S:44]([C:47]1[C:48]([CH3:61])=[C:49]2[C:54](=[C:55]([CH3:58])[C:56]=1[CH3:57])[O:53][C:52]([CH3:60])([CH3:59])[CH2:51][CH2:50]2)(=[O:46])=[O:45])=[NH:42])[C:30]([O:32][C:33]([CH3:36])([CH3:35])[CH3:34])=[O:31].CN(C(ON1N=NC2C=CC=CC1=2)=[N+](C)C)C.F[P-](F)(F)(F)(F)F.CCN(C(C)C)C(C)C. (4) Given the product [CH2:1]([O:8][C:9]([NH:11][C:12]1[C:13]([C:23]([OH:25])=[O:24])=[N:14][C:15]2[C:20]([CH:21]=1)=[CH:19][CH:18]=[C:17]([N:32]1[CH2:33][CH2:34][N:29]([CH3:28])[C:30](=[O:35])[CH2:31]1)[CH:16]=2)=[O:10])[C:2]1[CH:7]=[CH:6][CH:5]=[CH:4][CH:3]=1, predict the reactants needed to synthesize it. The reactants are: [CH2:1]([O:8][C:9]([NH:11][C:12]1[C:13]([C:23]([O:25]CC)=[O:24])=[N:14][C:15]2[C:20]([CH:21]=1)=[CH:19][CH:18]=[C:17](Br)[CH:16]=2)=[O:10])[C:2]1[CH:7]=[CH:6][CH:5]=[CH:4][CH:3]=1.[CH3:28][N:29]1[CH2:34][CH2:33][NH:32][CH2:31][C:30]1=[O:35].C1(P(C2CCCCC2)C2C=CC=CC=2C2C(OC(C)C)=CC=CC=2OC(C)C)CCCCC1.[O-]P([O-])([O-])=O.[K+].[K+].[K+]. (5) The reactants are: [Cl:1][C:2]1[CH:3]=[C:4]([NH:9][C:10]2[C:19]3[C:14](=[CH:15][CH:16]=[C:17]([OH:20])[CH:18]=3)[N:13]=[CH:12][N:11]=2)[CH:5]=[CH:6][C:7]=1[F:8].Br[CH2:22][CH2:23][CH2:24][CH2:25][CH2:26][CH2:27][C:28]([O:30][CH2:31][CH3:32])=[O:29].ClC1C=C(NC2C3C(=CC=C(OCC(OCC)=O)C=3)N=CN=2)C=CC=1F. Given the product [Cl:1][C:2]1[CH:3]=[C:4]([NH:9][C:10]2[C:19]3[C:14](=[CH:15][CH:16]=[C:17]([O:20][CH2:22][CH2:23][CH2:24][CH2:25][CH2:26][CH2:27][C:28]([O:30][CH2:31][CH3:32])=[O:29])[CH:18]=3)[N:13]=[CH:12][N:11]=2)[CH:5]=[CH:6][C:7]=1[F:8], predict the reactants needed to synthesize it. (6) Given the product [Br:22][C:13]1[CH:12]=[C:11]2[C:16](=[CH:15][CH:14]=1)[N:8]([CH2:7][CH2:6][N:1]1[CH2:5][CH2:4][CH2:3][CH2:2]1)[N:9]=[CH:10]2, predict the reactants needed to synthesize it. The reactants are: [N:1]1([CH2:6][CH2:7][N:8]2[C:16]3[C:11](=[CH:12][C:13](N)=[CH:14][CH:15]=3)[CH:10]=[N:9]2)[CH2:5][CH2:4][CH2:3][CH2:2]1.N([O-])=O.[Na+].[BrH:22]. (7) Given the product [F:31][C:32]([F:45])([F:44])[S:33]([O:24][C:23]1[C:7]2[CH2:8][O:9][CH2:10][C:11]3[CH:16]=[C:15]([O:17][CH3:18])[C:14]([O:19][CH3:20])=[C:13]([O:21][CH3:22])[C:12]=3[C:6]=2[CH:5]=[CH:4][C:3]=1[O:2][CH3:1])(=[O:35])=[O:34], predict the reactants needed to synthesize it. The reactants are: [CH3:1][O:2][C:3]1[CH:4]=[CH:5][C:6]2[C:12]3[C:13]([O:21][CH3:22])=[C:14]([O:19][CH3:20])[C:15]([O:17][CH3:18])=[CH:16][C:11]=3[CH2:10][O:9][CH2:8][C:7]=2[C:23]=1[OH:24].N1C=CC=CC=1.[F:31][C:32]([F:45])([F:44])[S:33](O[S:33]([C:32]([F:45])([F:44])[F:31])(=[O:35])=[O:34])(=[O:35])=[O:34].C(OCC)(=O)C. (8) Given the product [CH2:35]([O:34][P:30]([CH2:29][C:28]1[CH:27]=[CH:26][C:25]([NH:24][C:16]2[N:15]=[C:14]([NH:13][C:5]3[CH:4]=[CH:3][C:2]([N:50]4[CH2:49][CH2:48][N:47]([CH2:46][C:45]([O:44][C:40]([CH3:43])([CH3:42])[CH3:41])=[O:53])[CH2:52][CH2:51]4)=[C:10]4[C:6]=3[C:7](=[O:12])[N:8]([CH3:11])[CH2:9]4)[C:19]([C:20]([F:21])([F:22])[F:23])=[CH:18][N:17]=2)=[CH:39][CH:38]=1)([O:31][CH2:32][CH3:33])=[O:37])[CH3:36], predict the reactants needed to synthesize it. The reactants are: Br[C:2]1[CH:3]=[CH:4][C:5]([NH:13][C:14]2[C:19]([C:20]([F:23])([F:22])[F:21])=[CH:18][N:17]=[C:16]([NH:24][C:25]3[CH:39]=[CH:38][C:28]([CH2:29][P:30](=[O:37])([O:34][CH2:35][CH3:36])[O:31][CH2:32][CH3:33])=[CH:27][CH:26]=3)[N:15]=2)=[C:6]2[C:10]=1[CH2:9][N:8]([CH3:11])[C:7]2=[O:12].[C:40]([O:44][C:45](=[O:53])[CH2:46][N:47]1[CH2:52][CH2:51][NH:50][CH2:49][CH2:48]1)([CH3:43])([CH3:42])[CH3:41]. (9) The reactants are: Br[CH2:2][C@H:3]1[CH2:8][CH2:7][C@H:6]([C:9]([F:12])([F:11])[F:10])[CH2:5][CH2:4]1.[CH3:13][N:14]1[C:22]2[N:21]=[CH:20][NH:19][C:18]=2[C:17](=[O:23])[NH:16][C:15]1=[O:24].C([O-])([O-])=O.[Na+].[Na+]. Given the product [CH3:13][N:14]1[C:22]2[N:21]=[CH:20][N:19]([CH2:2][C@H:3]3[CH2:8][CH2:7][C@H:6]([C:9]([F:12])([F:11])[F:10])[CH2:5][CH2:4]3)[C:18]=2[C:17](=[O:23])[NH:16][C:15]1=[O:24], predict the reactants needed to synthesize it.